This data is from Full USPTO retrosynthesis dataset with 1.9M reactions from patents (1976-2016). The task is: Predict the reactants needed to synthesize the given product. Given the product [Cl:1][C:2]1[C:3]([C:29]([O:31][CH2:32][CH3:33])=[O:30])=[N:4][N:5]([C:8]2[CH:16]=[CH:15][C:11]([C:12](=[O:14])[NH:48][S:45]([C:41]3[CH:40]=[CH:39][C:38]4[C:43](=[CH:44][C:35]([I:34])=[CH:36][CH:37]=4)[CH:42]=3)(=[O:47])=[O:46])=[CH:10][C:9]=2[C:17]([N:19]2[CH2:28][CH2:27][C:26]3[C:21](=[CH:22][CH:23]=[CH:24][CH:25]=3)[CH2:20]2)=[O:18])[C:6]=1[CH3:7], predict the reactants needed to synthesize it. The reactants are: [Cl:1][C:2]1[C:3]([C:29]([O:31][CH2:32][CH3:33])=[O:30])=[N:4][N:5]([C:8]2[CH:16]=[CH:15][C:11]([C:12]([OH:14])=O)=[CH:10][C:9]=2[C:17]([N:19]2[CH2:28][CH2:27][C:26]3[C:21](=[CH:22][CH:23]=[CH:24][CH:25]=3)[CH2:20]2)=[O:18])[C:6]=1[CH3:7].[I:34][C:35]1[CH:44]=[C:43]2[C:38]([CH:39]=[CH:40][C:41]([S:45]([NH2:48])(=[O:47])=[O:46])=[CH:42]2)=[CH:37][CH:36]=1.